The task is: Predict the reactants needed to synthesize the given product.. This data is from Full USPTO retrosynthesis dataset with 1.9M reactions from patents (1976-2016). (1) The reactants are: C([N:3]([CH2:6]C)[CH2:4][CH3:5])C.N1[CH2:13][CH2:12][O:11]CC1.[ClH:14].N[C@@H:16]1[CH2:21][CH2:20][CH2:19][CH2:18][C@H:17]1O.Cl([O-])(=O)(=O)=O.[CH3:28][N+:29]1[N:33]=[CH:32][S:31]C=1SC.[CH2:36](O)[CH3:37]. Given the product [Cl:14][C:16]1[CH:21]=[CH:20][C:19]([C:32]2[S:31][C:6](=[N:3][C@@H:4]3[CH2:5][CH2:37][CH2:36][CH2:13][C@H:12]3[OH:11])[N:29]([CH3:28])[N:33]=2)=[CH:18][CH:17]=1, predict the reactants needed to synthesize it. (2) The reactants are: C([O:8][C:9]1[C:10](=[O:23])[CH:11]=[C:12]([C:16]([OH:22])([OH:21])[C:17]([F:20])([F:19])[F:18])[N:13]([CH3:15])[CH:14]=1)C1C=CC=CC=1.Cl.[OH-].[Na+]. Given the product [OH:8][C:9]1[C:10](=[O:23])[CH:11]=[C:12]([C:16]([OH:21])([OH:22])[C:17]([F:18])([F:19])[F:20])[N:13]([CH3:15])[CH:14]=1, predict the reactants needed to synthesize it. (3) Given the product [F:1][C:2]1[CH:30]=[CH:29][CH:28]=[CH:27][C:3]=1[CH2:4][N:5]1[C:9]2=[N:10][CH:11]=[CH:12][CH:13]=[C:8]2[C:7]([C:14]2[N:15]=[C:16]([N:35]3[CH:36]=[CH:37][C:33]([C:32]([F:39])([F:38])[F:31])=[N:34]3)[C:17]3[C:22]([CH3:24])([CH3:23])[C:21](=[O:25])[NH:20][C:18]=3[N:19]=2)=[N:6]1, predict the reactants needed to synthesize it. The reactants are: [F:1][C:2]1[CH:30]=[CH:29][CH:28]=[CH:27][C:3]=1[CH2:4][N:5]1[C:9]2=[N:10][CH:11]=[CH:12][CH:13]=[C:8]2[C:7]([C:14]2[N:15]=[C:16](I)[C:17]3[C:22]([CH3:24])([CH3:23])[C:21](=[O:25])[NH:20][C:18]=3[N:19]=2)=[N:6]1.[F:31][C:32]([F:39])([F:38])[C:33]1[CH:37]=[CH:36][NH:35][N:34]=1.C(=O)([O-])[O-].[Cs+].[Cs+].OC1C=CC=CC=1C=NO. (4) Given the product [CH3:1][C:2]1[CH:3]=[C:4]([CH:9]2[CH2:10][CH:11]([C:24]3[O:25][N:31]=[C:29]([CH3:30])[N:28]=3)[CH2:12][N:13]([C:15]([N:17]3[CH2:22][CH2:21][CH:20]([OH:23])[CH2:19][CH2:18]3)=[O:16])[CH2:14]2)[CH:5]=[CH:6][C:7]=1[CH3:8], predict the reactants needed to synthesize it. The reactants are: [CH3:1][C:2]1[CH:3]=[C:4]([CH:9]2[CH2:14][N:13]([C:15]([N:17]3[CH2:22][CH2:21][CH:20]([OH:23])[CH2:19][CH2:18]3)=[O:16])[CH2:12][CH:11]([C:24](O)=[O:25])[CH2:10]2)[CH:5]=[CH:6][C:7]=1[CH3:8].O[N:28]=[C:29]([NH2:31])[CH3:30]. (5) The reactants are: [CH2:1]([C:8]1[N:12]([CH:13]([CH:23]2[CH2:28][CH2:27][CH2:26][CH2:25][CH2:24]2)[C:14]([NH:16][CH:17]2[CH2:22]C[CH2:20][CH2:19][CH2:18]2)=[O:15])[C:11]2[CH:29]=[C:30]([Cl:34])[C:31]([F:33])=[CH:32][C:10]=2[N:9]=1)[C:2]1[CH:7]=[CH:6][CH:5]=[CH:4][CH:3]=1.C1([CH:41]=[O:42])CCCCC1.[CH3:43][O:44]C1C=CC(C=O)=CC=1.ClC1C=C(CC(O)=O)C=CC=1.COC(C1C=CC=CC=1)C(O)=O.C1([N+]#[C-])CCCCC1.C1([N+]#[C-])CCCC1. Given the product [Cl:34][C:30]1[C:31]([F:33])=[CH:32][C:10]2[N:9]=[C:8]([CH:1]([O:44][CH3:43])[C:2]3[CH:7]=[CH:6][CH:5]=[CH:4][CH:3]=3)[N:12]([CH:13]([C:23]3[CH:28]=[CH:27][C:26]([O:42][CH3:41])=[CH:25][CH:24]=3)[C:14]([NH:16][CH:17]3[CH2:18][CH2:19][CH2:20][CH2:22]3)=[O:15])[C:11]=2[CH:29]=1, predict the reactants needed to synthesize it.